This data is from Forward reaction prediction with 1.9M reactions from USPTO patents (1976-2016). The task is: Predict the product of the given reaction. (1) Given the reactants [C:1]([C:3]1[CH:26]=[CH:25][C:6]([CH2:7][N:8]2[CH2:17][C@H:16]3[N:12]([CH2:13][CH2:14][CH2:15]3)[C:11]3[N:18]=[C:19](SC)[N:20]=[CH:21][C:10]=3[C:9]2=[O:24])=[CH:5][CH:4]=1)#[N:2].ClC1C=CC=C(C(OO)=O)C=1.C(=O)(O)[O-].[Na+].[CH2:43]([NH2:45])[CH3:44].C1COCC1, predict the reaction product. The product is: [C:1]([C:3]1[CH:26]=[CH:25][C:6]([CH2:7][N:8]2[CH2:17][C@H:16]3[N:12]([CH2:13][CH2:14][CH2:15]3)[C:11]3[N:18]=[C:19]([NH:45][CH2:43][CH3:44])[N:20]=[CH:21][C:10]=3[C:9]2=[O:24])=[CH:5][CH:4]=1)#[N:2]. (2) Given the reactants N1CCCC1.[Si](Cl)(C)(C)C.[CH3:11][C:12]([CH:15]=O)([CH3:14])[CH3:13].[Cl:17][C:18]1[CH:64]=[CH:63][C:21]([C:22]([NH:24][C:25]2[N:29]([CH2:30][CH:31]3[CH2:35][CH2:34][CH2:33][N:32]3[C:36](=[O:40])[CH2:37][C:38]#[N:39])[C:28]3[CH:41]=[CH:42][C:43]([CH2:45][N:46]([C@H:57]([C:59]([CH3:62])([CH3:61])[CH3:60])[CH3:58])[C:47](=[O:56])[O:48][CH2:49][C:50]4[CH:55]=[CH:54][CH:53]=[CH:52][CH:51]=4)=[CH:44][C:27]=3[N:26]=2)=[O:23])=[CH:20][CH:19]=1, predict the reaction product. The product is: [CH2:49]([O:48][C:47](=[O:56])[N:46]([CH2:45][C:43]1[CH:42]=[CH:41][C:28]2[N:29]([CH2:30][CH:31]3[CH2:35][CH2:34][CH2:33][N:32]3[C:36](=[O:40])[C:37]([C:38]#[N:39])=[CH:11][C:12]([CH3:15])([CH3:14])[CH3:13])[C:25]([NH:24][C:22](=[O:23])[C:21]3[CH:20]=[CH:19][C:18]([Cl:17])=[CH:64][CH:63]=3)=[N:26][C:27]=2[CH:44]=1)[C@H:57]([C:59]([CH3:60])([CH3:62])[CH3:61])[CH3:58])[C:50]1[CH:55]=[CH:54][CH:53]=[CH:52][CH:51]=1.